Dataset: Peptide-MHC class II binding affinity with 134,281 pairs from IEDB. Task: Regression. Given a peptide amino acid sequence and an MHC pseudo amino acid sequence, predict their binding affinity value. This is MHC class II binding data. The peptide sequence is KIEIDQDHQEEICEV. The MHC is HLA-DPA10103-DPB10301 with pseudo-sequence HLA-DPA10103-DPB10301. The binding affinity (normalized) is 0.